The task is: Binary Classification. Given a drug SMILES string, predict its activity (active/inactive) in a high-throughput screening assay against a specified biological target.. This data is from HIV replication inhibition screening data with 41,000+ compounds from the AIDS Antiviral Screen. (1) The molecule is COC(=O)C1CCC(=O)N1CN(C(C)=O)c1cccc(O)c1. The result is 0 (inactive). (2) The result is 0 (inactive). The molecule is O=C1c2ccccc2C(=O)N1n1c(Cc2ccc([N+](=O)[O-])cc2)n[nH]c1=O. (3) The drug is CSC(=O)C=C1SSC(=CC(=O)SC)S1. The result is 0 (inactive). (4) The drug is C=CN1CCCC1=O.II. The result is 0 (inactive). (5) The molecule is OCC(O)C(OC1OC(CO)C(O)C(O)C1O)c1nn(-c2ccc(Cl)cc2)c2nc3cc(Cl)ccc3nc12. The result is 0 (inactive). (6) The drug is Cc1c(N)c(=O)oc2cc3occc(=O)c3cc12. The result is 0 (inactive).